From a dataset of Catalyst prediction with 721,799 reactions and 888 catalyst types from USPTO. Predict which catalyst facilitates the given reaction. (1) Reactant: Br[C:2]1[CH:7]=[CH:6][C:5]([O:8][CH2:9][O:10][CH3:11])=[CH:4][N:3]=1.[CH2:12]([Mg]Cl)[C:13]([CH3:16])([CH3:15])[CH3:14]. Product: [CH3:11][O:10][CH2:9][O:8][C:5]1[CH:6]=[CH:7][C:2]([CH2:12][C:13]([CH3:16])([CH3:15])[CH3:14])=[N:3][CH:4]=1. The catalyst class is: 1. (2) Reactant: C(OC([N:11]1[CH2:16][CH2:15][CH:14]([N:17]([C:22]2[CH:27]=[CH:26][C:25]([F:28])=[C:24]([F:29])[CH:23]=2)[C:18](=[O:21])[CH2:19][CH3:20])[CH2:13][CH2:12]1)=O)C1C=CC=CC=1. Product: [F:29][C:24]1[CH:23]=[C:22]([N:17]([CH:14]2[CH2:15][CH2:16][NH:11][CH2:12][CH2:13]2)[C:18](=[O:21])[CH2:19][CH3:20])[CH:27]=[CH:26][C:25]=1[F:28]. The catalyst class is: 312. (3) Reactant: N#N.[NH:3]1[C:7]2[CH:8]=[CH:9][CH:10]=[CH:11][C:6]=2[N:5]=[C:4]1[C@@H:12]([NH:22]C(=O)OC(C)(C)C)[CH2:13][C:14]1[CH:19]=[CH:18][C:17]([O:20][CH3:21])=[CH:16][CH:15]=1.Cl. Product: [NH:3]1[C:7]2[CH:8]=[CH:9][CH:10]=[CH:11][C:6]=2[N:5]=[C:4]1[C@@H:12]([NH2:22])[CH2:13][C:14]1[CH:19]=[CH:18][C:17]([O:20][CH3:21])=[CH:16][CH:15]=1. The catalyst class is: 135.